Dataset: Catalyst prediction with 721,799 reactions and 888 catalyst types from USPTO. Task: Predict which catalyst facilitates the given reaction. (1) Reactant: Cl.[NH2:2][C@H:3]([CH2:22][C:23]1[CH:28]=[CH:27][C:26]([Cl:29])=[CH:25][CH:24]=1)[C:4]([N:6]1[CH2:11][CH2:10][CH:9]([C:12]2[CH:17]=[CH:16][CH:15]=[CH:14][C:13]=2[C:18]([F:21])([F:20])[F:19])[CH2:8][CH2:7]1)=[O:5].CCN(C(C)C)C(C)C.[N:39]1([C:52]([O:54][C:55]([CH3:58])([CH3:57])[CH3:56])=[O:53])[CH2:48][C:47]2[C:42](=[CH:43][CH:44]=[CH:45][CH:46]=2)[CH2:41][C@H:40]1[C:49](O)=[O:50].C1C=NC2N(O)N=NC=2C=1.C(Cl)CCl. Product: [Cl:29][C:26]1[CH:27]=[CH:28][C:23]([CH2:22][C@@H:3]([NH:2][C:49]([C@@H:40]2[CH2:41][C:42]3[C:47](=[CH:46][CH:45]=[CH:44][CH:43]=3)[CH2:48][N:39]2[C:52]([O:54][C:55]([CH3:58])([CH3:57])[CH3:56])=[O:53])=[O:50])[C:4](=[O:5])[N:6]2[CH2:11][CH2:10][CH:9]([C:12]3[CH:17]=[CH:16][CH:15]=[CH:14][C:13]=3[C:18]([F:21])([F:19])[F:20])[CH2:8][CH2:7]2)=[CH:24][CH:25]=1. The catalyst class is: 3. (2) Reactant: [F:1][C:2]1[CH:7]=[CH:6][C:5]([C:8]2[O:9][C:10]3[CH:20]=[C:19]([N:21]([CH3:26])[S:22]([CH3:25])(=[O:24])=[O:23])[C:18](C4C=CC=C(B5OC(C)(C)C(C)(C)O5)C=4)=[CH:17][C:11]=3[C:12]=2[C:13]([NH:15][CH3:16])=[O:14])=[CH:4][CH:3]=1.Cl[C:43]1[CH:44]=[CH:45][C:46]2[O:51][CH2:50][N:49]3[C:52]4[CH:58]=[CH:57][CH:56]=[CH:55][C:53]=4[N:54]=[C:48]3[C:47]=2[CH:59]=1.CC(C1C=C(C(C)C)C(C2C=CC=CC=2P(C2CCCCC2)C2CCCCC2)=C(C(C)C)C=1)C.[O-]P([O-])([O-])=O.[K+].[K+].[K+]. Product: [CH:59]1[C:47]2[C:48]3[N:49]([C:52]4[CH:58]=[CH:57][CH:56]=[CH:55][C:53]=4[N:54]=3)[CH2:50][O:51][C:46]=2[CH:45]=[CH:44][C:43]=1[C:18]1[C:19]([N:21]([CH3:26])[S:22]([CH3:25])(=[O:24])=[O:23])=[CH:20][C:10]2[O:9][C:8]([C:5]3[CH:4]=[CH:3][C:2]([F:1])=[CH:7][CH:6]=3)=[C:12]([C:13]([NH:15][CH3:16])=[O:14])[C:11]=2[CH:17]=1. The catalyst class is: 488. (3) Reactant: [OH-].[Na+].[C:3]([O:7][C:8]([NH:10][C@@H:11]([CH3:23])[CH2:12][O:13][C:14]1[CH:18]=[C:17]([C:19]([O:21]C)=[O:20])[O:16][N:15]=1)=[O:9])([CH3:6])([CH3:5])[CH3:4]. Product: [C:3]([O:7][C:8]([NH:10][C@@H:11]([CH3:23])[CH2:12][O:13][C:14]1[CH:18]=[C:17]([C:19]([OH:21])=[O:20])[O:16][N:15]=1)=[O:9])([CH3:6])([CH3:4])[CH3:5]. The catalyst class is: 36. (4) Reactant: Cl.C(OC([NH:9][CH2:10][C:11]1[CH:12]=[N:13][C:14]([CH2:17][CH:18]2[CH2:23][CH2:22][CH2:21][CH2:20][CH2:19]2)=[CH:15][CH:16]=1)=O)(C)(C)C.CCCCCC. Product: [NH2:9][CH2:10][C:11]1[CH:12]=[N:13][C:14]([CH2:17][CH:18]2[CH2:23][CH2:22][CH2:21][CH2:20][CH2:19]2)=[CH:15][CH:16]=1. The catalyst class is: 225. (5) Reactant: [CH2:1]([N:8]1[C:17]2[C:12](=[CH:13][CH:14]=[C:15]([OH:18])[CH:16]=2)[CH2:11][CH2:10][CH2:9]1)[C:2]1[CH:7]=[CH:6][CH:5]=[CH:4][CH:3]=1.C(N(CC)CC)C.[CH3:26][O:27][C:28]1[CH:33]=[CH:32][C:31]([N:34]=[C:35]=[O:36])=[CH:30][CH:29]=1. Product: [CH3:26][O:27][C:28]1[CH:33]=[CH:32][C:31]([NH:34][C:35](=[O:36])[O:18][C:15]2[CH:16]=[C:17]3[C:12]([CH2:11][CH2:10][CH2:9][N:8]3[CH2:1][C:2]3[CH:3]=[CH:4][CH:5]=[CH:6][CH:7]=3)=[CH:13][CH:14]=2)=[CH:30][CH:29]=1. The catalyst class is: 7. (6) Reactant: [N:1]([CH2:4][C:5]([NH:7][CH:8]([CH2:13][S:14][CH2:15][C:16]1[CH:21]=[CH:20][CH:19]=[C:18]([O:22]C2CCCCO2)[CH:17]=1)[C:9]([O:11][CH3:12])=[O:10])=[O:6])=[N+:2]=[N-:3]. Product: [N:1]([CH2:4][C:5]([NH:7][CH:8]([CH2:13][S:14][CH2:15][C:16]1[CH:21]=[CH:20][CH:19]=[C:18]([OH:22])[CH:17]=1)[C:9]([O:11][CH3:12])=[O:10])=[O:6])=[N+:2]=[N-:3]. The catalyst class is: 209. (7) Reactant: [CH3:1][O:2][C:3]1[CH:4]=[C:5]([CH:11]([CH:14]=O)[C:12]#[N:13])[CH:6]=[CH:7][C:8]=1[O:9][CH3:10].[C:16](=[O:21])([O:18][CH2:19][CH3:20])[NH2:17].S(=O)(=O)(O)O. Product: [CH2:19]([O:18][C:16](=[O:21])[NH:17][CH:14]=[C:11]([C:12]#[N:13])[C:5]1[CH:6]=[CH:7][C:8]([O:9][CH3:10])=[C:3]([O:2][CH3:1])[CH:4]=1)[CH3:20]. The catalyst class is: 11.